Dataset: Catalyst prediction with 721,799 reactions and 888 catalyst types from USPTO. Task: Predict which catalyst facilitates the given reaction. (1) Reactant: [OH:1][C:2]([C:4]([F:7])([F:6])[F:5])=[O:3].[F:8][C:9]1[CH:35]=[C:34]([F:36])[CH:33]=[CH:32][C:10]=1[O:11][CH:12]1[CH2:17][CH2:16][N:15]([C:18]2[N:23]=[C:22]3[CH2:24][NH:25][CH2:26][CH2:27][C:21]3=[N:20][C:19]=2[NH:28][CH:29]([CH3:31])[CH3:30])[CH2:14][CH2:13]1.C([O-])([O-])=O.[Cs+].[Cs+].FC(F)I. Product: [F:8][C:9]1[CH:35]=[C:34]([F:36])[CH:33]=[CH:32][C:10]=1[O:11][CH:12]1[CH2:13][CH2:14][N:15]([C:18]2[N:23]=[C:22]3[CH2:24][N:25]([CH:2]=[O:1])[CH2:26][CH2:27][C:21]3=[N:20][C:19]=2[NH:28][CH:29]([CH3:31])[CH3:30])[CH2:16][CH2:17]1.[C:2]([OH:3])([C:4]([F:7])([F:6])[F:5])=[O:1]. The catalyst class is: 44. (2) Reactant: [F:1][CH:2]([F:17])[CH2:3][CH2:4][CH2:5][N:6]1[C:14]2[C:9](=[N:10][CH:11]=[CH:12][CH:13]=2)[N:8]=[C:7]1[CH2:15]O.[CH:18]1([N:21]2[C:29]3[CH:28]=[CH:27][N:26]=[CH:25][C:24]=3[NH:23][C:22]2=[O:30])[CH2:20][CH2:19]1.C1(P(C2C=CC=CC=2)C2C=CC=CC=2)C=CC=CC=1.N(/C(OC(C)C)=O)=N\C(OC(C)C)=O. Product: [CH:18]1([N:21]2[C:29]3[CH:28]=[CH:27][N:26]=[CH:25][C:24]=3[N:23]([CH2:15][C:7]3[N:6]([CH2:5][CH2:4][CH2:3][CH:2]([F:17])[F:1])[C:14]4[C:9]([N:8]=3)=[N:10][CH:11]=[CH:12][CH:13]=4)[C:22]2=[O:30])[CH2:20][CH2:19]1. The catalyst class is: 1. (3) Reactant: [NH2:1][C:2]1[C:3]2[N:14]([CH2:15][O:16][CH2:17][C:18]3[CH:23]=[CH:22][CH:21]=[CH:20][CH:19]=3)[CH:13]=[C:12]([CH2:24][CH2:25][CH2:26][CH2:27][OH:28])[C:4]=2[N:5]=[C:6]([CH2:8][CH2:9][CH2:10][CH3:11])[N:7]=1.C[N+]1([O-])CCOCC1.C(#N)C. Product: [NH2:1][C:2]1[C:3]2[N:14]([CH2:15][O:16][CH2:17][C:18]3[CH:19]=[CH:20][CH:21]=[CH:22][CH:23]=3)[CH:13]=[C:12]([CH2:24][CH2:25][CH2:26][CH:27]=[O:28])[C:4]=2[N:5]=[C:6]([CH2:8][CH2:9][CH2:10][CH3:11])[N:7]=1. The catalyst class is: 678.